The task is: Predict the product of the given reaction.. This data is from Forward reaction prediction with 1.9M reactions from USPTO patents (1976-2016). (1) Given the reactants [C:1]([O:5][C:6](=[O:22])[NH:7][C@@H:8]1[C:14](=[O:15])[NH:13][C:12]2[CH:16]=[C:17]([F:21])[C:18]([F:20])=[CH:19][C:11]=2[NH:10][CH2:9]1)([CH3:4])([CH3:3])[CH3:2].C[Si]([N-][Si](C)(C)C)(C)C.[Li+].FC(F)(F)S(O[CH2:39][C:40]([F:43])([F:42])[F:41])(=O)=O, predict the reaction product. The product is: [C:1]([O:5][C:6](=[O:22])[NH:7][C@@H:8]1[C:14](=[O:15])[N:13]([CH2:39][C:40]([F:43])([F:42])[F:41])[C:12]2[CH:16]=[C:17]([F:21])[C:18]([F:20])=[CH:19][C:11]=2[NH:10][CH2:9]1)([CH3:4])([CH3:2])[CH3:3]. (2) Given the reactants [N+:1]([C:4]1[CH:5]=[C:6]([S:10](Cl)(=[O:12])=[O:11])[CH:7]=[CH:8][CH:9]=1)([O-:3])=[O:2].[CH3:14][NH2:15], predict the reaction product. The product is: [CH3:14][NH:15][S:10]([C:6]1[CH:7]=[CH:8][CH:9]=[C:4]([N+:1]([O-:3])=[O:2])[CH:5]=1)(=[O:12])=[O:11]. (3) Given the reactants F[C:2]1[CH:7]=[C:6]([N+:8]([O-:10])=[O:9])[CH:5]=[CH:4][C:3]=1[C:11]([F:14])([F:13])[F:12].[CH3:15][N:16]1[CH2:20][CH2:19][C@@H:18]([OH:21])[CH2:17]1.[H-].[Na+], predict the reaction product. The product is: [CH3:15][N:16]1[CH2:20][CH2:19][C@@H:18]([O:21][C:2]2[CH:7]=[C:6]([N+:8]([O-:10])=[O:9])[CH:5]=[CH:4][C:3]=2[C:11]([F:14])([F:13])[F:12])[CH2:17]1. (4) Given the reactants [NH2:1][C:2]1[CH:3]=[C:4]([NH:9][C:10](=[O:22])[C:11]2[CH:16]=[CH:15][CH:14]=[C:13]([C:17]([C:20]#[N:21])([CH3:19])[CH3:18])[CH:12]=2)[CH:5]=[CH:6][C:7]=1[Br:8].[N:23]1[CH:28]=[CH:27][N:26]=[C:25]2[S:29][C:30]([C:32](Cl)=[O:33])=[CH:31][C:24]=12, predict the reaction product. The product is: [Br:8][C:7]1[CH:6]=[CH:5][C:4]([NH:9][C:10](=[O:22])[C:11]2[CH:16]=[CH:15][CH:14]=[C:13]([C:17]([C:20]#[N:21])([CH3:18])[CH3:19])[CH:12]=2)=[CH:3][C:2]=1[NH:1][C:32]([C:30]1[S:29][C:25]2=[N:26][CH:27]=[CH:28][N:23]=[C:24]2[CH:31]=1)=[O:33]. (5) Given the reactants [CH2:1]([O:3][C:4]([C:6]1[C:18]([CH2:19][CH2:20][C:21]([F:24])([F:23])[F:22])=[N:17][C:9]2[C@H:10]3[N:14]([C:15](=[O:16])[C:8]=2[C:7]=1[C:25]1[CH:33]=[CH:32][C:28]([C:29]([OH:31])=O)=[CH:27][CH:26]=1)[CH2:13][CH2:12][CH2:11]3)=[O:5])[CH3:2].CCN=C=NCCCN(C)C.C1C=CC2N(O)N=NC=2C=1.[NH2:55][C@H:56]1[C:64]2[C:59](=[CH:60][CH:61]=[CH:62][CH:63]=2)[CH2:58][CH2:57]1, predict the reaction product. The product is: [C@H:56]1([NH:55][C:29]([C:28]2[CH:32]=[CH:33][C:25]([C:7]3[C:8]4[C:15](=[O:16])[N:14]5[C@H:10]([C:9]=4[N:17]=[C:18]([CH2:19][CH2:20][C:21]([F:23])([F:22])[F:24])[C:6]=3[C:4]([O:3][CH2:1][CH3:2])=[O:5])[CH2:11][CH2:12][CH2:13]5)=[CH:26][CH:27]=2)=[O:31])[C:64]2[C:59](=[CH:60][CH:61]=[CH:62][CH:63]=2)[CH2:58][CH2:57]1. (6) Given the reactants BrC1C=CC(C(N2CCN(C3C(C)=CC(CC)=CN=3)CC2)=O)=C(F)C=1.COC1C=CC(CN2CC(C)NC2=O)=CC=1.[CH2:42]([C:44]1[CH:45]=[C:46]([CH3:81])[C:47]([N:50]2[CH2:55][CH2:54][N:53]([C:56]([C:58]3[CH:63]=[CH:62][C:61]([N:64]4[CH:68]([CH3:69])[CH2:67][N:66](CC5C=CC(OC)=CC=5)[C:65]4=[O:79])=[CH:60][C:59]=3[F:80])=[O:57])[CH2:52][CH2:51]2)=[N:48][CH:49]=1)[CH3:43], predict the reaction product. The product is: [CH2:42]([C:44]1[CH:45]=[C:46]([CH3:81])[C:47]([N:50]2[CH2:55][CH2:54][N:53]([C:56]([C:58]3[CH:63]=[CH:62][C:61]([N:64]4[CH:68]([CH3:69])[CH2:67][NH:66][C:65]4=[O:79])=[CH:60][C:59]=3[F:80])=[O:57])[CH2:52][CH2:51]2)=[N:48][CH:49]=1)[CH3:43]. (7) Given the reactants [NH2:1][C:2]1[CH:7]=[CH:6][C:5]([NH:8][C:9](=[O:11])[CH3:10])=[C:4]([O:12][CH2:13][C:14]2[CH:19]=[CH:18][CH:17]=[CH:16][CH:15]=2)[CH:3]=1.C([O-])(O)=O.[Na+].[N:25]1[C:32]([Cl:33])=[N:31][C:29](Cl)=[N:28][C:26]=1[Cl:27], predict the reaction product. The product is: [CH2:13]([O:12][C:4]1[CH:3]=[C:2]([NH:1][C:29]2[N:31]=[C:32]([Cl:33])[N:25]=[C:26]([Cl:27])[N:28]=2)[CH:7]=[CH:6][C:5]=1[NH:8][C:9](=[O:11])[CH3:10])[C:14]1[CH:19]=[CH:18][CH:17]=[CH:16][CH:15]=1. (8) Given the reactants [F:1][C:2]([F:50])([F:49])[C:3]1[CH:4]=[C:5]([CH:42]=[C:43]([C:45]([F:48])([F:47])[F:46])[CH:44]=1)[CH2:6][N:7]([CH2:20][C:21]1[CH:26]=[C:25]([C:27]([F:30])([F:29])[F:28])[CH:24]=[CH:23][C:22]=1[N:31]([CH2:40][CH3:41])[C:32]1[O:33][CH2:34][C@@H:35]([C:37]([OH:39])=[O:38])[N:36]=1)[C:8]1[N:13]=[CH:12][C:11]([N:14]2[CH2:19][CH2:18][O:17][CH2:16][CH2:15]2)=[CH:10][N:9]=1.[OH-].[Na+:52], predict the reaction product. The product is: [Na+:52].[F:48][C:45]([F:46])([F:47])[C:43]1[CH:42]=[C:5]([CH:4]=[C:3]([C:2]([F:1])([F:49])[F:50])[CH:44]=1)[CH2:6][N:7]([CH2:20][C:21]1[CH:26]=[C:25]([C:27]([F:29])([F:30])[F:28])[CH:24]=[CH:23][C:22]=1[N:31]([CH2:40][CH3:41])[C:32]1[O:33][CH2:34][C@@H:35]([C:37]([O-:39])=[O:38])[N:36]=1)[C:8]1[N:13]=[CH:12][C:11]([N:14]2[CH2:15][CH2:16][O:17][CH2:18][CH2:19]2)=[CH:10][N:9]=1. (9) Given the reactants C(=O)([O-])[O-].[K+].[K+].[CH2:7](Br)[C:8]1[CH:13]=[CH:12][CH:11]=[CH:10][CH:9]=1.[O:15]=[C:16]1[NH:21][C:20]2[CH:22]=[C:23]([C:25]3[CH:30]=[CH:29][CH:28]=[CH:27][CH:26]=3)[S:24][C:19]=2[C:18](=[O:31])[N:17]1[CH:32]1[CH2:37][CH2:36][N:35]([C:38]([O:40][C:41]([CH3:44])([CH3:43])[CH3:42])=[O:39])[CH2:34][CH2:33]1, predict the reaction product. The product is: [CH2:7]([N:21]1[C:20]2[CH:22]=[C:23]([C:25]3[CH:30]=[CH:29][CH:28]=[CH:27][CH:26]=3)[S:24][C:19]=2[C:18](=[O:31])[N:17]([CH:32]2[CH2:37][CH2:36][N:35]([C:38]([O:40][C:41]([CH3:43])([CH3:42])[CH3:44])=[O:39])[CH2:34][CH2:33]2)[C:16]1=[O:15])[C:8]1[CH:13]=[CH:12][CH:11]=[CH:10][CH:9]=1. (10) Given the reactants [Br:1][C:2]1[C:6]([C:7]([O:9][CH2:10][CH3:11])=[O:8])=[C:5]([N:12]2[CH2:16][CH2:15][C@@H:14]([OH:17])[CH2:13]2)[N:4]([CH3:18])[N:3]=1.[CH3:19]N(C)C=O.[H-].[Na+].CI, predict the reaction product. The product is: [Br:1][C:2]1[C:6]([C:7]([O:9][CH2:10][CH3:11])=[O:8])=[C:5]([N:12]2[CH2:16][CH2:15][C@@H:14]([O:17][CH3:19])[CH2:13]2)[N:4]([CH3:18])[N:3]=1.